This data is from Reaction yield outcomes from USPTO patents with 853,638 reactions. The task is: Predict the reaction yield, written as a fraction of the theoretical maximum amount of product (1.0 means a 100% yield; for example, 0.34 means a 34% yield). (1) The reactants are O1CCCC1.[CH3:6][C:7]1[C:11]([C:12]2[CH:17]=[C:16]([OH:18])[CH:15]=[CH:14][C:13]=2[CH2:19][CH2:20][C:21]([O:23]CC)=[O:22])=[C:10]([CH3:26])[O:9][N:8]=1.CCO.[OH-].[Na+]. The catalyst is O. The product is [CH3:6][C:7]1[C:11]([C:12]2[CH:17]=[C:16]([OH:18])[CH:15]=[CH:14][C:13]=2[CH2:19][CH2:20][C:21]([OH:23])=[O:22])=[C:10]([CH3:26])[O:9][N:8]=1. The yield is 0.444. (2) The reactants are C(Cl)(=O)C(Cl)=O.[F:7][C:8]1[CH:16]=[CH:15][C:11]([C:12]([OH:14])=O)=[CH:10][CH:9]=1.CCN(C(C)C)C(C)C.[CH3:26][O:27][C:28]1[CH:29]=[C:30]([CH2:36][CH2:37][C:38]2[CH:39]=[C:40]([NH2:43])[NH:41][N:42]=2)[CH:31]=[C:32]([O:34][CH3:35])[CH:33]=1. The catalyst is ClCCl.CN(C=O)C. The product is [CH3:35][O:34][C:32]1[CH:31]=[C:30]([CH2:36][CH2:37][C:38]2[CH:39]=[C:40]([NH:43][C:12](=[O:14])[C:11]3[CH:10]=[CH:9][C:8]([F:7])=[CH:16][CH:15]=3)[NH:41][N:42]=2)[CH:29]=[C:28]([O:27][CH3:26])[CH:33]=1. The yield is 0.0300. (3) The reactants are C([O:4][C:5](=[O:28])[CH2:6][C:7]1([CH2:13][NH:14][C:15]([O:17][CH:18]2[C:26]3[C:21](=[CH:22][CH:23]=[CH:24][CH:25]=3)[C:20](=[O:27])[O:19]2)=[O:16])[CH2:12][CH2:11][CH2:10][CH2:9][CH2:8]1)C=C.C(O)=O. The catalyst is O1CCCC1.[Pd].C1(P(C2C=CC=CC=2)C2C=CC=CC=2)C=CC=CC=1.C1(P(C2C=CC=CC=2)C2C=CC=CC=2)C=CC=CC=1.C1(P(C2C=CC=CC=2)C2C=CC=CC=2)C=CC=CC=1.C1(P(C2C=CC=CC=2)C2C=CC=CC=2)C=CC=CC=1. The product is [O:27]=[C:20]1[C:21]2[C:26](=[CH:25][CH:24]=[CH:23][CH:22]=2)[CH:18]([O:17][C:15]([NH:14][CH2:13][C:7]2([CH2:6][C:5]([OH:28])=[O:4])[CH2:12][CH2:11][CH2:10][CH2:9][CH2:8]2)=[O:16])[O:19]1. The yield is 0.740. (4) The product is [C:14]([C:2]1[CH:11]=[C:10]([O:12][CH3:13])[CH:9]=[CH:8][C:3]=1[C:4]([O:6][CH3:7])=[O:5])(=[O:16])[CH3:15]. The yield is 0.960. The reactants are Br[C:2]1[CH:11]=[C:10]([O:12][CH3:13])[CH:9]=[CH:8][C:3]=1[C:4]([O:6][CH3:7])=[O:5].[CH:14]([O:16]CCCC)=[CH2:15].C1C=CC(P(C2C=CC=CC=2)C2C=CC=CC=2)=CC=1.CCN(CC)CC. The catalyst is CC#N.O.CC([O-])=O.CC([O-])=O.[Pd+2]. (5) The reactants are Cl.[CH2:2]([NH2:12])[C:3]1[CH:11]=[CH:10][C:8]([OH:9])=[C:5]([O:6][CH3:7])[CH:4]=1.C(N([CH2:18][CH3:19])CC)C.[CH3:20][N:21]([CH:23]=[O:24])C. No catalyst specified. The yield is 1.00. The product is [CH2:20]([NH:21][C:23]([NH:12][CH2:2][C:3]1[CH:11]=[CH:10][C:8]([OH:9])=[C:5]([O:6][CH3:7])[CH:4]=1)=[O:24])[CH2:5][CH2:4][CH2:3][CH2:11][CH2:10][CH2:18][CH3:19]. (6) The reactants are C([O-])([O-])=O.[K+].[K+].[F:7][C:8]([F:17])([F:16])[C:9]1[CH:10]=[C:11]([SH:15])[CH:12]=[CH:13][CH:14]=1.CS(O[CH:23]1[CH2:28][CH2:27][O:26][CH:25]([C:29]2[CH:34]=[CH:33][C:32]([F:35])=[C:31]([Cl:36])[CH:30]=2)[CH2:24]1)(=O)=O. The catalyst is CN(C=O)C.O. The product is [Cl:36][C:31]1[CH:30]=[C:29]([CH:25]2[CH2:24][CH:23]([S:15][C:11]3[CH:12]=[CH:13][CH:14]=[C:9]([C:8]([F:7])([F:16])[F:17])[CH:10]=3)[CH2:28][CH2:27][O:26]2)[CH:34]=[CH:33][C:32]=1[F:35]. The yield is 0.540. (7) The product is [CH2:11]([O:13][C:14]([C:15]1([CH3:17])[CH2:16][CH2:19][C:4]2[C:3](=[C:2]([Br:1])[CH:7]=[C:6]([O:8][CH3:9])[CH:5]=2)[O:10]1)=[O:18])[CH3:12]. The yield is 0.420. No catalyst specified. The reactants are [Br:1][C:2]1[CH:7]=[C:6]([O:8][CH3:9])[CH:5]=[CH:4][C:3]=1[OH:10].[CH2:11]([O:13][C:14](=[O:18])[C:15]([CH3:17])=[CH2:16])[CH3:12].[CH2:19](NCCCC)CCC.C=O.CC(O)=O. (8) The reactants are [C:1]([O:5][C:6]([NH:8][C:9]1[CH:14]=[C:13]([C:15](=[CH:28][N:29](C)C)[C:16]([C:18]2[CH:23]=[CH:22][CH:21]=[C:20]([C:24]([F:27])([F:26])[F:25])[CH:19]=2)=O)[CH:12]=[CH:11][N:10]=1)=[O:7])([CH3:4])([CH3:3])[CH3:2].C(OC([NH:39]C1C=C(C(=CN(C)C)C(C2C=CC(F)=CC=2)=O)C=CN=1)=O)(C)(C)C. No catalyst specified. The product is [C:1]([O:5][C:6]([NH:8][C:9]1[CH:14]=[C:13]([C:15]2[C:16]([C:18]3[CH:23]=[CH:22][CH:21]=[C:20]([C:24]([F:27])([F:26])[F:25])[CH:19]=3)=[N:39][NH:29][CH:28]=2)[CH:12]=[CH:11][N:10]=1)=[O:7])([CH3:4])([CH3:3])[CH3:2]. The yield is 0.960.